The task is: Predict the reactants needed to synthesize the given product.. This data is from Full USPTO retrosynthesis dataset with 1.9M reactions from patents (1976-2016). (1) Given the product [N:17]([C:9]([C:5]1[CH:6]=[CH:7][CH:8]=[C:3]([O:2][CH3:1])[CH:4]=1)([CH3:13])[CH3:14])=[C:20]=[O:29], predict the reactants needed to synthesize it. The reactants are: [CH3:1][O:2][C:3]1[CH:4]=[C:5]([C:9]([CH3:14])([CH3:13])C(O)=O)[CH:6]=[CH:7][CH:8]=1.C([N:17]([CH2:20]C)CC)C.C1(P(N=[N+]=[N-])(C2C=CC=CC=2)=[O:29])C=CC=CC=1. (2) Given the product [C:19]1([C:18]([C:25]2[CH:26]=[CH:27][CH:28]=[CH:29][CH:30]=2)([C:31]2[CH:32]=[CH:33][CH:34]=[CH:35][CH:36]=2)[NH:2][C@H:3]([C:7]([O:9][CH3:10])=[O:8])[C@@H:4]([CH3:6])[OH:5])[CH:20]=[CH:21][CH:22]=[CH:23][CH:24]=1, predict the reactants needed to synthesize it. The reactants are: Cl.[NH2:2][C@H:3]([C:7]([O:9][CH3:10])=[O:8])[C@@H:4]([CH3:6])[OH:5].C(N(CC)CC)C.[C:18](Cl)([C:31]1[CH:36]=[CH:35][CH:34]=[CH:33][CH:32]=1)([C:25]1[CH:30]=[CH:29][CH:28]=[CH:27][CH:26]=1)[C:19]1[CH:24]=[CH:23][CH:22]=[CH:21][CH:20]=1. (3) Given the product [CH2:1]([S:3][C:4]1[C:8]2[CH:9]=[N:10][C:11]([NH:13][C:14]([NH:16][C@@H:17]([C:19]3[CH:20]=[CH:21][CH:22]=[CH:23][CH:24]=3)[CH3:18])=[O:15])=[CH:12][C:7]=2[NH:6][N:5]=1)[CH3:2], predict the reactants needed to synthesize it. The reactants are: [CH2:1]([S:3][C:4]1[C:8]2[CH:9]=[N:10][C:11]([NH:13][C:14]([NH:16][C@@H:17]([C:19]3[CH:24]=[CH:23][CH:22]=[CH:21][CH:20]=3)[CH3:18])=[O:15])=[CH:12][C:7]=2[N:6](C(C2C=CC=CC=2)(C2C=CC=CC=2)C2C=CC=CC=2)[N:5]=1)[CH3:2].C([SiH](CC)CC)C.